Dataset: Reaction yield outcomes from USPTO patents with 853,638 reactions. Task: Predict the reaction yield, written as a fraction of the theoretical maximum amount of product (1.0 means a 100% yield; for example, 0.34 means a 34% yield). The yield is 0.250. The product is [Br:1][C:2]1[C:12]([N:13]2[CH2:17][CH2:18][N:28]([C:27]3[CH:29]=[CH:30][C:24]([O:23][CH3:22])=[CH:25][CH:26]=3)[CH2:15][CH2:14]2)=[C:11]([CH3:20])[C:5]2[CH2:6][C:7]([CH3:10])([CH3:9])[O:8][C:4]=2[C:3]=1[CH3:21]. No catalyst specified. The reactants are [Br:1][C:2]1[C:12]([N:13]([CH2:17][CH2:18]Cl)[CH2:14][CH2:15]Cl)=[C:11]([CH3:20])[C:5]2[CH2:6][C:7]([CH3:10])([CH3:9])[O:8][C:4]=2[C:3]=1[CH3:21].[CH3:22][O:23][C:24]1[CH:30]=[CH:29][C:27]([NH2:28])=[CH:26][CH:25]=1.